Dataset: Full USPTO retrosynthesis dataset with 1.9M reactions from patents (1976-2016). Task: Predict the reactants needed to synthesize the given product. Given the product [CH2:1]([O:3][C:4]([C:6]1[C:10]2[C:9](=[CH:22][CH:21]=[C:20]([CH2:19][C:18]([O:34][CH2:33][CH3:32])=[O:38])[CH:11]=2)[NH:8][C:7]=1[CH3:30])=[O:5])[CH3:2], predict the reactants needed to synthesize it. The reactants are: [CH2:1]([O:3][C:4]([C:6]1[C:10]2=[C:11]3[C:20](=[C:21](Br)[CH:22]=[C:9]2[NH:8][C:7]=1[CH3:30])[CH2:19][CH:18]1N(CCC2C=C(OC)C=CC=21)C3)=[O:5])[CH3:2].C1C[O:34][CH2:33][CH2:32]1.C([OH:38])C.